From a dataset of Forward reaction prediction with 1.9M reactions from USPTO patents (1976-2016). Predict the product of the given reaction. (1) Given the reactants [Br:1][C:2]1[CH:3]=[CH:4][C:5]([F:11])=[C:6]([C:8](=O)[CH3:9])[CH:7]=1.[NH4+:12].[Cl-].C[Si]([C:18]#[N:19])(C)C, predict the reaction product. The product is: [NH2:12][C:8]([C:6]1[CH:7]=[C:2]([Br:1])[CH:3]=[CH:4][C:5]=1[F:11])([CH3:9])[C:18]#[N:19]. (2) Given the reactants [CH3:1][S:2]([C:5]1[S:9][C:8]([N:10]2[CH2:14][CH2:13][C:12]3([CH2:19][CH2:18][NH:17][CH2:16][CH2:15]3)[CH2:11]2)=[N:7][CH:6]=1)(=[O:4])=[O:3].[CH3:20][C:21]1[C:29]([C@@H:30]2[CH2:32][O:31]2)=[CH:28][CH:27]=[C:26]2[C:22]=1[CH2:23][O:24][C:25]2=[O:33], predict the reaction product. The product is: [OH:31][C@H:30]([C:29]1[C:21]([CH3:20])=[C:22]2[C:26](=[CH:27][CH:28]=1)[C:25](=[O:33])[O:24][CH2:23]2)[CH2:32][N:17]1[CH2:18][CH2:19][C:12]2([CH2:11][N:10]([C:8]3[S:9][C:5]([S:2]([CH3:1])(=[O:3])=[O:4])=[CH:6][N:7]=3)[CH2:14][CH2:13]2)[CH2:15][CH2:16]1. (3) Given the reactants I[C:2]1[CH:3]=[C:4]([CH:10]=[CH:11][CH:12]=1)[C:5]([O:7][CH2:8][CH3:9])=[O:6].[CH3:13][C:14]1[S:18][C:17]([Sn](CCCC)(CCCC)CCCC)=[N:16][CH:15]=1.O.CCOC(C)=O, predict the reaction product. The product is: [CH3:13][C:14]1[S:18][C:17]([C:2]2[CH:3]=[C:4]([CH:10]=[CH:11][CH:12]=2)[C:5]([O:7][CH2:8][CH3:9])=[O:6])=[N:16][CH:15]=1. (4) The product is: [Br:37][C:7]1[C:2]([OH:1])=[C:3]2[CH2:12][CH2:11][C:10]3[CH:13]=[C:14]([Cl:17])[CH:15]=[CH:16][C:9]=3[C:8](=[C:18]3[CH2:23][CH2:22][N:21]([C:24]([NH:26][C:27]4[CH:28]=[N:29][CH:30]=[CH:31][CH:32]=4)=[O:25])[CH2:20][CH2:19]3)[C:4]2=[N:5][CH:6]=1. Given the reactants [OH:1][C:2]1[CH:7]=[CH:6][N:5]=[C:4]2[C:8](=[C:18]3[CH2:23][CH2:22][N:21]([C:24]([NH:26][C:27]4[CH:28]=[N:29][CH:30]=[CH:31][CH:32]=4)=[O:25])[CH2:20][CH2:19]3)[C:9]3[CH:16]=[CH:15][C:14]([Cl:17])=[CH:13][C:10]=3[CH2:11][CH2:12][C:3]=12.C(O)(=O)C.[Br:37]Br.C(O)(=O)C, predict the reaction product. (5) Given the reactants [Br:1][C:2]1[CH:7]=[CH:6][CH:5]=[C:4]([Br:8])[C:3]=1[Cl:9].[B:10]1([B:10]2[O:14][C:13]([CH3:16])([CH3:15])[C:12]([CH3:18])([CH3:17])[O:11]2)[O:14][C:13]([CH3:16])([CH3:15])[C:12]([CH3:18])([CH3:17])[O:11]1.CC(=O)OCC, predict the reaction product. The product is: [Br:1][C:2]1[CH:7]=[C:6]([B:10]2[O:14][C:13]([CH3:16])([CH3:15])[C:12]([CH3:18])([CH3:17])[O:11]2)[CH:5]=[C:4]([Br:8])[C:3]=1[Cl:9]. (6) Given the reactants [Cl:1][C:2]1[CH:7]=[CH:6][C:5]([S:8]([NH:11][C@@H:12]2[CH2:18][CH2:17][CH2:16][CH2:15][NH:14][C:13]2=[O:19])(=[O:10])=[O:9])=[CH:4][CH:3]=1.Br[C:21]1[CH:29]=[CH:28][C:24]([C:25]([NH2:27])=[O:26])=[C:23](C)[CH:22]=1.[C:31]([O-])([O-])=O.[K+].[K+], predict the reaction product. The product is: [Cl:1][C:2]1[CH:3]=[CH:4][C:5]([S:8]([N:11]([CH2:31][C:21]2[CH:22]=[CH:23][C:24]([C:25]([NH2:27])=[O:26])=[CH:28][CH:29]=2)[C@@H:12]2[CH2:18][CH2:17][CH2:16][CH2:15][NH:14][C:13]2=[O:19])(=[O:10])=[O:9])=[CH:6][CH:7]=1.